This data is from Forward reaction prediction with 1.9M reactions from USPTO patents (1976-2016). The task is: Predict the product of the given reaction. (1) The product is: [OH:23][N:1]=[CH:2][C:4]([NH:15][C:14]1[CH:16]=[CH:17][CH:18]=[CH:19][C:13]=1[I:12])=[O:5]. Given the reactants [NH:1]1C2C(=CC=CC=2)[C:4](=[O:5])[C:2]1=O.[I:12][C:13]1[CH:19]=[CH:18][CH:17]=[CH:16][C:14]=1[NH2:15].ClC(Cl)(Cl)C(O)[OH:23].Cl.NO.S([O-])([O-])(=O)=O.[Na+].[Na+], predict the reaction product. (2) Given the reactants [OH:1][CH:2]1[C@@H:6]2[CH2:7][N:8]([C:10]3[N:11]=[C:12]([C:31]4[O:32][C:33]([C:36]5[CH:41]=[CH:40][CH:39]=[CH:38][CH:37]=5)=[N:34][N:35]=4)[C:13]([N:16]([C:24]([O:26][C:27]([CH3:30])([CH3:29])[CH3:28])=[O:25])[C:17](=[O:23])[O:18][C:19]([CH3:22])([CH3:21])[CH3:20])=[N:14][CH:15]=3)[CH2:9][C@@H:5]2[CH2:4][CH2:3]1.CC(OI1(OC(C)=O)(OC(C)=O)OC(=O)C2C=CC=CC1=2)=O, predict the reaction product. The product is: [O:1]=[C:2]1[C@@H:6]2[CH2:7][N:8]([C:10]3[N:11]=[C:12]([C:31]4[O:32][C:33]([C:36]5[CH:41]=[CH:40][CH:39]=[CH:38][CH:37]=5)=[N:34][N:35]=4)[C:13]([N:16]([C:24]([O:26][C:27]([CH3:30])([CH3:29])[CH3:28])=[O:25])[C:17](=[O:23])[O:18][C:19]([CH3:20])([CH3:21])[CH3:22])=[N:14][CH:15]=3)[CH2:9][C@@H:5]2[CH2:4][CH2:3]1. (3) Given the reactants Cl.Cl.Cl.[O:4]1[C:8]2=[C:9]([N:13]3[CH2:18][CH2:17][N:16]([CH2:19][CH2:20][CH:21]4[CH2:26][CH2:25][CH:24]([NH2:27])[CH2:23][CH2:22]4)[CH2:15][CH2:14]3)[N:10]=[CH:11][CH:12]=[C:7]2[CH:6]=[CH:5]1.[C:28](O)(=[O:31])[CH2:29][CH3:30], predict the reaction product. The product is: [O:4]1[C:8]2=[C:9]([N:13]3[CH2:18][CH2:17][N:16]([CH2:19][CH2:20][C@H:21]4[CH2:26][CH2:25][C@H:24]([NH:27][C:28](=[O:31])[CH2:29][CH3:30])[CH2:23][CH2:22]4)[CH2:15][CH2:14]3)[N:10]=[CH:11][CH:12]=[C:7]2[CH:6]=[CH:5]1.